From a dataset of Full USPTO retrosynthesis dataset with 1.9M reactions from patents (1976-2016). Predict the reactants needed to synthesize the given product. (1) Given the product [F:43][C:40]1[CH:39]=[CH:38][C:37]([CH2:36][NH:35][C:33]([C:10]2[C:9]([OH:8])=[C:14]([OH:15])[CH:13]=[C:12]([C:23]([NH:25][CH2:26][C:27]3[CH:28]=[N:29][CH:30]=[CH:31][CH:32]=3)=[O:24])[N:11]=2)=[O:34])=[CH:42][CH:41]=1, predict the reactants needed to synthesize it. The reactants are: C([O:8][C:9]1[C:10]([C:33]([NH:35][CH2:36][C:37]2[CH:42]=[CH:41][C:40]([F:43])=[CH:39][CH:38]=2)=[O:34])=[N:11][C:12]([C:23]([NH:25][CH2:26][C:27]2[CH:28]=[N:29][CH:30]=[CH:31][CH:32]=2)=[O:24])=[CH:13][C:14]=1[O:15]CC1C=CC=CC=1)C1C=CC=CC=1. (2) Given the product [F:1][C:2]1[C:9]([F:10])=[CH:8][CH:7]=[C:6]([O:11][CH:12]([CH3:14])[CH3:13])[C:3]=1[CH:4]=[N:45][C:19]([O:18][Si:25]([CH3:32])([CH3:31])[CH3:24])=[CH2:20], predict the reactants needed to synthesize it. The reactants are: [F:1][C:2]1[C:9]([F:10])=[CH:8][CH:7]=[C:6]([O:11][CH:12]([CH3:14])[CH3:13])[C:3]=1[CH:4]=O.ClC1C=[C:18](C=CC=1)[CH:19]=[O:20].[CH3:24][Si:25]([CH3:32])([CH3:31])N[Si:25]([CH3:32])([CH3:31])[CH3:24].C([Li])CCC.C[Si](Cl)(C)C.C([N:45](CC)CC)C.C(Cl)(=O)C. (3) Given the product [CH2:24]1[C:5]2[NH:6][C:7]3[C:12](=[CH:11][CH:10]=[CH:9][CH:8]=3)[C:4]=2[CH2:3][CH2:2][NH:1]1, predict the reactants needed to synthesize it. The reactants are: [NH2:1][C@H:2](C1NC=C(C2C=CC=CC=2)N=1)[CH2:3][C:4]1[C:12]2[C:7](=[CH:8][CH:9]=[CH:10][CH:11]=2)[NH:6][CH:5]=1.[CH:24](=O)C1C=CC(OC)=CC=1.C(O)(C(F)(F)F)=O. (4) The reactants are: [F:1][C:2]([F:19])([C:8]1[CH:13]=[CH:12][C:11]([O:14][CH:15]([CH3:17])[CH3:16])=[C:10]([F:18])[CH:9]=1)[C:3]([O:5]CC)=[O:4].O.[OH-].[Li+]. Given the product [F:19][C:2]([F:1])([C:8]1[CH:13]=[CH:12][C:11]([O:14][CH:15]([CH3:17])[CH3:16])=[C:10]([F:18])[CH:9]=1)[C:3]([OH:5])=[O:4], predict the reactants needed to synthesize it. (5) Given the product [Cl:1][C:2]1[CH:10]=[C:9]2[C:5]([C:6]([OH:16])([CH2:12][C:13]3([CH3:14])[O:19][CH2:20][CH2:21][O:15]3)[C:7](=[O:11])[NH:8]2)=[CH:4][C:3]=1[F:17], predict the reactants needed to synthesize it. The reactants are: [Cl:1][C:2]1[CH:10]=[C:9]2[C:5]([C:6]([OH:16])([CH2:12][C:13](=[O:15])[CH3:14])[C:7](=[O:11])[NH:8]2)=[CH:4][C:3]=1[F:17].C(OCC)(OCC)[O:19][CH2:20][CH3:21].CC1OCCC1.[Na+].[Cl-]. (6) Given the product [CH3:12][O:11][CH2:10][CH2:9][O:8][C:6]1[CH:5]=[CH:4][N:3]=[C:2]([NH2:22])[CH:7]=1, predict the reactants needed to synthesize it. The reactants are: Cl[C:2]1[CH:7]=[C:6]([O:8][CH2:9][CH2:10][O:11][CH3:12])[CH:5]=[CH:4][N:3]=1.O1CCCC1.C[Si]([N-:22][Si](C)(C)C)(C)C.[Li+]. (7) Given the product [Cl:10][C:11]1[N:15]2[N:16]=[C:17]([O:9][CH:3]3[CH2:8][CH2:7][CH2:6][CH2:5][CH2:4]3)[CH:18]=[CH:19][C:14]2=[N:13][N:12]=1, predict the reactants needed to synthesize it. The reactants are: [H-].[Na+].[CH:3]1([OH:9])[CH2:8][CH2:7][CH2:6][CH2:5][CH2:4]1.[Cl:10][C:11]1[N:15]2[N:16]=[C:17](Cl)[CH:18]=[CH:19][C:14]2=[N:13][N:12]=1.